This data is from CYP2C19 inhibition data for predicting drug metabolism from PubChem BioAssay. The task is: Regression/Classification. Given a drug SMILES string, predict its absorption, distribution, metabolism, or excretion properties. Task type varies by dataset: regression for continuous measurements (e.g., permeability, clearance, half-life) or binary classification for categorical outcomes (e.g., BBB penetration, CYP inhibition). Dataset: cyp2c19_veith. (1) The molecule is CN1CCc2ccccc2[C@@H]1Cc1ccccc1NC(=O)c1sc2ccccc2c1Cl. The result is 1 (inhibitor). (2) The molecule is COCC(=O)N1CCC2(CCCN(c3ncccn3)C2)CC1. The result is 0 (non-inhibitor). (3) The molecule is O=S(=O)(c1ccccc1)N1CCC[C@@]2(CCN(C(c3ccccc3)c3ccccc3)C2)C1. The result is 0 (non-inhibitor). (4) The molecule is CCOC(=O)Cn1nc(Cc2ccccc2)c2ccccc2c1=O. The result is 1 (inhibitor). (5) The drug is CS(=O)(=O)N1CCC2(CCCN(C(=O)Nc3cccc(F)c3)C2)CC1. The result is 0 (non-inhibitor). (6) The result is 1 (inhibitor). The compound is CC1=C(C(N)=O)C(c2ccccc2)n2nc(-c3ccncc3)nc2N1. (7) The result is 1 (inhibitor). The molecule is O=C(N[C@@H](c1ccccc1)[C@@H]1C[C@H]1C(=O)NCc1ccccn1)OCc1ccccc1. (8) The molecule is CCCCN1C(=O)C(C2c3ccccc3C(=O)N2Cc2ccccc2)C(=O)NC1=S. The result is 1 (inhibitor).